From a dataset of Forward reaction prediction with 1.9M reactions from USPTO patents (1976-2016). Predict the product of the given reaction. (1) Given the reactants [C:1]([O:5][C:6](=[O:31])[N:7]([CH2:15][CH2:16][C:17]1[CH:22]=[CH:21][C:20]([O:23][C:24]2[CH:29]=[CH:28][C:27]([NH2:30])=[CH:26][CH:25]=2)=[CH:19][CH:18]=1)[CH2:8][C:9]1[CH:14]=[CH:13][CH:12]=[CH:11][CH:10]=1)([CH3:4])([CH3:3])[CH3:2].[C:32](Cl)(=[O:39])[C:33]1[CH:38]=[CH:37][CH:36]=[CH:35][CH:34]=1.C(N(CC)CC)C, predict the reaction product. The product is: [C:1]([O:5][C:6](=[O:31])[N:7]([CH2:15][CH2:16][C:17]1[CH:18]=[CH:19][C:20]([O:23][C:24]2[CH:29]=[CH:28][C:27]([NH:30][C:32](=[O:39])[C:33]3[CH:38]=[CH:37][CH:36]=[CH:35][CH:34]=3)=[CH:26][CH:25]=2)=[CH:21][CH:22]=1)[CH2:8][C:9]1[CH:10]=[CH:11][CH:12]=[CH:13][CH:14]=1)([CH3:4])([CH3:2])[CH3:3]. (2) Given the reactants [F:1][C:2]([F:10])([F:9])[C:3](=O)[CH2:4][C:5](=O)[CH3:6].S(O)(O)(=O)=O.[CH3:16][S:17][C:18](=[NH:20])[NH2:19].[CH3:16][S:17][C:18](=[NH:20])[NH2:19], predict the reaction product. The product is: [CH3:6][C:5]1[CH:4]=[C:3]([C:2]([F:10])([F:9])[F:1])[N:20]=[C:18]([S:17][CH3:16])[N:19]=1. (3) Given the reactants [NH2:1][C:2]1[C:3]2[N:4]([C:8]([C@@H:12]3[CH2:16][CH2:15][CH2:14][N:13]3[C:17]([O:19][CH2:20][C:21]3[CH:26]=[CH:25][CH:24]=[CH:23][CH:22]=3)=[O:18])=[N:9][C:10]=2Br)[CH:5]=[CH:6][N:7]=1.[N:27]1[CH:32]=[CH:31][CH:30]=[CH:29][C:28]=1[NH:33][C:34]([C:36]1[CH:41]=[CH:40][C:39](B(O)O)=[CH:38][CH:37]=1)=[O:35].C(=O)([O-])[O-].[K+].[K+].O, predict the reaction product. The product is: [NH2:1][C:2]1[C:3]2[N:4]([C:8]([C@@H:12]3[CH2:16][CH2:15][CH2:14][N:13]3[C:17]([O:19][CH2:20][C:21]3[CH:26]=[CH:25][CH:24]=[CH:23][CH:22]=3)=[O:18])=[N:9][C:10]=2[C:39]2[CH:38]=[CH:37][C:36]([C:34](=[O:35])[NH:33][C:28]3[CH:29]=[CH:30][CH:31]=[CH:32][N:27]=3)=[CH:41][CH:40]=2)[CH:5]=[CH:6][N:7]=1. (4) Given the reactants [CH3:1][O:2][C:3]1[C:8]([CH3:9])=[CH:7][N:6]=[C:5](/[CH:10]=[CH:11]/[C:12]2[CH:17]=[CH:16][CH:15]=[C:14]([N:18]3[CH2:22][CH2:21][CH2:20][CH2:19]3)[N:13]=2)[C:4]=1[CH3:23], predict the reaction product. The product is: [CH3:1][O:2][C:3]1[C:8]([CH3:9])=[CH:7][N:6]=[C:5]([CH2:10][CH2:11][C:12]2[CH:17]=[CH:16][CH:15]=[C:14]([N:18]3[CH2:19][CH2:20][CH2:21][CH2:22]3)[N:13]=2)[C:4]=1[CH3:23]. (5) Given the reactants [CH2:1]([C:3]1[C:7]([N+:8]([O-:10])=[O:9])=[C:6]([C:11]([NH2:13])=[O:12])[NH:5][N:4]=1)[CH3:2].C1(P(C2C=CC=CC=2)C2C=CC=CC=2)C=CC=CC=1.[CH2:33]([O:35][CH2:36][CH2:37]O)[CH3:34].N(C(OC(C)(C)C)=O)=NC(OC(C)(C)C)=O.Cl, predict the reaction product. The product is: [CH2:33]([O:35][CH2:36][CH2:37][N:5]1[C:6]([C:11]([NH2:13])=[O:12])=[C:7]([N+:8]([O-:10])=[O:9])[C:3]([CH2:1][CH3:2])=[N:4]1)[CH3:34]. (6) Given the reactants [NH2:1][C:2]1[CH:12]=[C:11]([O:13][CH3:14])[C:10]([O:15][CH2:16][CH2:17][CH2:18][CH2:19][CH2:20][CH2:21][C:22]([O:24][CH2:25][CH3:26])=[O:23])=[CH:9][C:3]=1[C:4](OCC)=[O:5].[CH:27]([O-])=O.[NH4+:30], predict the reaction product. The product is: [CH3:14][O:13][C:11]1[CH:12]=[C:2]2[C:3]([C:4](=[O:5])[NH:30][CH:27]=[N:1]2)=[CH:9][C:10]=1[O:15][CH2:16][CH2:17][CH2:18][CH2:19][CH2:20][CH2:21][C:22]([O:24][CH2:25][CH3:26])=[O:23]. (7) Given the reactants [Cl:1][C:2]1[C:7]([C:8]2[N:12]=[C:11]([C:13]3[CH:18]=[C:17]([N+:19]([O-:21])=[O:20])[C:16]([OH:22])=[C:15]([O:23]C)[CH:14]=3)[O:10][N:9]=2)=[C:6]([CH3:25])[C:5]([Cl:26])=[C:4]([CH3:27])[N:3]=1.[Cl-].[Al+3].[Cl-].[Cl-].N1C=CC=CC=1.Cl, predict the reaction product. The product is: [Cl:1][C:2]1[C:7]([C:8]2[N:12]=[C:11]([C:13]3[CH:14]=[C:15]([OH:23])[C:16]([OH:22])=[C:17]([N+:19]([O-:21])=[O:20])[CH:18]=3)[O:10][N:9]=2)=[C:6]([CH3:25])[C:5]([Cl:26])=[C:4]([CH3:27])[N:3]=1.